From a dataset of Merck oncology drug combination screen with 23,052 pairs across 39 cell lines. Regression. Given two drug SMILES strings and cell line genomic features, predict the synergy score measuring deviation from expected non-interaction effect. Drug 1: CCc1c2c(nc3ccc(O)cc13)-c1cc3c(c(=O)n1C2)COC(=O)C3(O)CC. Drug 2: Cn1cc(-c2cnn3c(N)c(Br)c(C4CCCNC4)nc23)cn1. Cell line: NCIH520. Synergy scores: synergy=13.0.